From a dataset of Catalyst prediction with 721,799 reactions and 888 catalyst types from USPTO. Predict which catalyst facilitates the given reaction. (1) Reactant: [Br:1][C:2]1[CH:3]=[CH:4][C:5]([OH:19])=[C:6]([C:8]23[CH2:17][CH:12]4[CH2:13][CH:14]([CH2:16][CH:10]([C:11]4=[O:18])[CH2:9]2)[CH2:15]3)[CH:7]=1.[CH2:20](Br)[C:21]1[CH:26]=[CH:25][CH:24]=[CH:23][CH:22]=1.C([O-])([O-])=O.[K+].[K+]. Product: [CH2:20]([O:19][C:5]1[CH:4]=[CH:3][C:2]([Br:1])=[CH:7][C:6]=1[C:8]12[CH2:17][CH:12]3[CH2:13][CH:14]([CH2:16][CH:10]([C:11]3=[O:18])[CH2:9]1)[CH2:15]2)[C:21]1[CH:26]=[CH:25][CH:24]=[CH:23][CH:22]=1. The catalyst class is: 21. (2) Reactant: [C:1]([O:5][CH2:6][C:7]1[CH:8]=[CH:9][C:10]([N:13]2[C:17](=[O:18])[C:16]([C:19]3[CH:20]=[N:21][CH:22]=[CH:23][CH:24]=3)=[CH:15][NH:14]2)=[N:11][CH:12]=1)([CH3:4])([CH3:3])[CH3:2].[ClH:25]. Product: [ClH:25].[C:1]([O:5][CH2:6][C:7]1[CH:8]=[CH:9][C:10]([N:13]2[C:17](=[O:18])[C:16]([C:19]3[CH:20]=[N:21][CH:22]=[CH:23][CH:24]=3)=[CH:15][NH:14]2)=[N:11][CH:12]=1)([CH3:4])([CH3:2])[CH3:3]. The catalyst class is: 12. (3) Reactant: [CH3:1][N:2]1[C:6]([C:7]([O:9][CH3:10])=[O:8])=[CH:5][C:4]([N+:11]([O-])=O)=[N:3]1.[H][H]. Product: [NH2:11][C:4]1[CH:5]=[C:6]([C:7]([O:9][CH3:10])=[O:8])[N:2]([CH3:1])[N:3]=1. The catalyst class is: 604. (4) The catalyst class is: 21. Reactant: [C:1]12([CH2:11][S:12]([OH:15])(=[O:14])=[O:13])[C:8]([CH3:10])([CH3:9])[CH:5]([CH2:6][CH2:7]1)[CH2:4][C:2]2=[O:3].[C:16]([OH:25])(=[O:24])[C:17]1[C:18](=[CH:20][CH:21]=[CH:22][CH:23]=1)[OH:19].[OH-].[CH2:27]([P+:31]([CH2:40][CH2:41][CH2:42][CH3:43])([CH2:36][CH2:37][CH2:38][CH3:39])[CH2:32][CH2:33][CH2:34][CH3:35])[CH2:28][CH2:29][CH3:30]. Product: [C:16]([O-:25])(=[O:24])[C:17]1[C:18](=[CH:20][CH:21]=[CH:22][CH:23]=1)[OH:19].[CH2:40]([P+:31]([CH2:27][CH2:28][CH2:29][CH3:30])([CH2:32][CH2:33][CH2:34][CH3:35])[CH2:36][CH2:37][CH2:38][CH3:39])[CH2:41][CH2:42][CH3:43].[C:1]12([CH2:11][S:12]([OH:15])(=[O:13])=[O:14])[C:8]([CH3:10])([CH3:9])[CH:5]([CH2:6][CH2:7]1)[CH2:4][C:2]2=[O:3]. (5) Reactant: [CH:1]1([C:4]2[N:8]([CH3:9])[C:7]3[CH:10]=[C:11]([N:14]4[CH:19]=[CH:18][C:17]([OH:20])=[CH:16][C:15]4=[O:21])[CH:12]=[CH:13][C:6]=3[N:5]=2)[CH2:3][CH2:2]1.[Cl:22][C:23]1[CH:28]=[CH:27][C:26]([CH2:29]O)=[CH:25][C:24]=1[F:31].C(P(CCCC)CCCC)CCC.N(C(N1CCCCC1)=O)=NC(N1CCCCC1)=O. Product: [Cl:22][C:23]1[CH:28]=[CH:27][C:26]([CH2:29][O:20][C:17]2[CH:18]=[CH:19][N:14]([C:11]3[CH:12]=[CH:13][C:6]4[N:5]=[C:4]([CH:1]5[CH2:2][CH2:3]5)[N:8]([CH3:9])[C:7]=4[CH:10]=3)[C:15](=[O:21])[CH:16]=2)=[CH:25][C:24]=1[F:31]. The catalyst class is: 1. (6) Reactant: [O:1]1[CH:5]=[CH:4][CH:3]=[C:2]1[C:6]1[O:7][C:8]([CH3:21])=[C:9]([CH2:11][O:12][C:13]2[CH:20]=[CH:19][C:16]([C:17]#N)=[CH:15][N:14]=2)[N:10]=1.C1(C)C=CC=CC=1.[H-].C([Al+]CC(C)C)C(C)C.[Cl-].[NH4+].C(OCC)(=[O:43])C. Product: [O:1]1[CH:5]=[CH:4][CH:3]=[C:2]1[C:6]1[O:7][C:8]([CH3:21])=[C:9]([CH2:11][O:12][C:13]2[CH:20]=[CH:19][C:16]([CH:17]=[O:43])=[CH:15][N:14]=2)[N:10]=1. The catalyst class is: 81. (7) Reactant: [Na].[NH2:2][C:3]1[CH:4]=[C:5]([OH:12])[C:6](=[CH:10][CH:11]=1)[C:7]([O-:9])=[O:8].Cl[C:14]([O:16][CH2:17][C:18]1[CH:23]=[CH:22][CH:21]=[CH:20][CH:19]=1)=[O:15].Cl. The catalyst class is: 74. Product: [CH2:17]([O:16][C:14]([NH:2][C:3]1[CH:11]=[CH:10][C:6]([C:7]([OH:9])=[O:8])=[C:5]([OH:12])[CH:4]=1)=[O:15])[C:18]1[CH:23]=[CH:22][CH:21]=[CH:20][CH:19]=1.